From a dataset of Forward reaction prediction with 1.9M reactions from USPTO patents (1976-2016). Predict the product of the given reaction. (1) Given the reactants [C@@H:1]1([NH2:7])[CH2:5][CH2:4][CH2:3][C@H:2]1[NH2:6].C(N(CC)CC)C.[C:15]([O:19][C:20](ON=C(C1C=CC=CC=1)C#N)=[O:21])([CH3:18])([CH3:17])[CH3:16].O, predict the reaction product. The product is: [C:15]([O:19][C:20](=[O:21])[NH:6][CH:2]1[CH2:3][CH2:4][CH2:5][CH:1]1[NH2:7])([CH3:18])([CH3:17])[CH3:16]. (2) Given the reactants [NH2:1][C:2]1([CH2:7][OH:8])[CH2:6][CH2:5][CH2:4][CH2:3]1.[C:9]([O:13][C:14](O[C:14]([O:13][C:9]([CH3:12])([CH3:11])[CH3:10])=[O:15])=[O:15])([CH3:12])([CH3:11])[CH3:10].I[CH3:25], predict the reaction product. The product is: [CH3:25][O:8][CH2:7][C:2]1([NH:1][C:14](=[O:15])[O:13][C:9]([CH3:12])([CH3:11])[CH3:10])[CH2:6][CH2:5][CH2:4][CH2:3]1. (3) The product is: [OH:25][C:24]1[CH:23]=[CH:22][C:6]([O:7][C:8]2[C:13]([CH3:14])=[CH:12][C:11]([C:15]3[NH:16][C:17](=[O:20])[NH:18][N:19]=3)=[CH:10][C:9]=2[CH3:21])=[CH:5][C:4]=1[CH:1]([CH3:3])[CH3:2]. Given the reactants [CH:1]([C:4]1[CH:5]=[C:6]([CH:22]=[CH:23][C:24]=1[O:25]C)[O:7][C:8]1[C:13]([CH3:14])=[CH:12][C:11]([C:15]2[NH:16][C:17](=[O:20])[NH:18][N:19]=2)=[CH:10][C:9]=1[CH3:21])([CH3:3])[CH3:2].B(Br)(Br)Br, predict the reaction product. (4) Given the reactants C[O:2][C:3]1[C:20]([O:21]C)=[CH:19][C:18]2[C:17]3[C:12](=[CH:13][C:14]([O:25]C)=[C:15]([O:23]C)[CH:16]=3)[C:11]3[C:6](=[CH:7][C:8]([O:29]C)=[C:9]([O:27]C)[CH:10]=3)[C:5]=2[CH:4]=1.I, predict the reaction product. The product is: [OH2:2].[OH:2][C:3]1[C:20]([OH:21])=[CH:19][C:18]2[C:17]3[C:12](=[CH:13][C:14]([OH:25])=[C:15]([OH:23])[CH:16]=3)[C:11]3[C:6](=[CH:7][C:8]([OH:29])=[C:9]([OH:27])[CH:10]=3)[C:5]=2[CH:4]=1. (5) Given the reactants [CH3:1][C:2]1[CH:7]=[CH:6][CH:5]=[C:4]([CH3:8])[C:3]=1[N:9]1[CH2:14][CH2:13][NH:12][CH2:11][CH2:10]1.Cl[C:16]1[CH:17]=[CH:18][C:19]2[N:20]([C:22]([C:25]([Cl:28])([F:27])[F:26])=[N:23][N:24]=2)[N:21]=1, predict the reaction product. The product is: [Cl:28][C:25]([F:26])([F:27])[C:22]1[N:20]2[N:21]=[C:16]([N:12]3[CH2:11][CH2:10][N:9]([C:3]4[C:2]([CH3:1])=[CH:7][CH:6]=[CH:5][C:4]=4[CH3:8])[CH2:14][CH2:13]3)[CH:17]=[CH:18][C:19]2=[N:24][N:23]=1. (6) Given the reactants C(O)(=O)[C:2]1[CH:10]=[CH:9][C:8]2[O:7][CH2:6][O:5][C:4]=2[CH:3]=1.C1(P(N=[N+]=[N-])(C2C=CC=CC=2)=[O:20])C=CC=CC=1.C([N:32]([CH2:35]C)CC)C.Cl.Cl.[NH2:39][C:40]1[CH:41]=[C:42]([CH:70]=[CH:71][CH:72]=1)[O:43][C:44]1[CH:45]=[CH:46][C:47]2[N:51]=[C:50]([CH2:52][O:53][C:54]3[CH:67]=[CH:66][C:57]([CH2:58][CH:59]4[S:63][C:62](=[O:64])[NH:61][C:60]4=[O:65])=[CH:56][CH:55]=3)[N:49]([CH3:68])[C:48]=2[CH:69]=1, predict the reaction product. The product is: [O:7]1[C:8]2[CH:9]=[CH:10][C:2]([NH:32][C:35]([NH:39][C:40]3[CH:72]=[CH:71][CH:70]=[C:42]([O:43][C:44]4[CH:45]=[CH:46][C:47]5[N:51]=[C:50]([CH2:52][O:53][C:54]6[CH:67]=[CH:66][C:57]([CH2:58][CH:59]7[S:63][C:62](=[O:64])[NH:61][C:60]7=[O:65])=[CH:56][CH:55]=6)[N:49]([CH3:68])[C:48]=5[CH:69]=4)[CH:41]=3)=[O:20])=[CH:3][C:4]=2[O:5][CH2:6]1. (7) Given the reactants [CH2:1]([O:3][C:4]([CH:6]1[C:8]([C:9]2[CH:14]=[CH:13][CH:12]=[CH:11][CH:10]=2)=[C:7]1C1C=CC=CC=1)=[O:5])[CH3:2].[N+:21](=[CH2:23])=[N-:22].[C:24](O)(=O)[CH3:25].N#N, predict the reaction product. The product is: [CH2:1]([O:3][C:4]([C:6]1[C:7]([C:25]2[CH:24]=[CH:8][CH:7]=[CH:6][CH:4]=2)=[CH:23][N:21]=[N:22][C:8]=1[C:9]1[CH:14]=[CH:13][CH:12]=[CH:11][CH:10]=1)=[O:5])[CH3:2]. (8) Given the reactants [CH2:1]1[C:9]2[C:4](=[CH:5][C:6]([N:10]3[C:15]4[N:16]=[C:17]([NH:20][C:21]5[CH:26]=[CH:25][C:24]([CH2:27][C:28](O)=[O:29])=[CH:23][CH:22]=5)[N:18]=[CH:19][C:14]=4[C:13](=[O:31])[C:12]([C:32](=[O:36])[NH:33][O:34][CH3:35])=[CH:11]3)=[CH:7][CH:8]=2)[CH2:3][CH2:2]1.C(N1C=CN=C1)(N1C=CN=C1)=O.[NH2:49][N:50]1[CH2:55][CH2:54][CH2:53][CH2:52][CH2:51]1.O, predict the reaction product. The product is: [CH3:35][O:34][NH:33][C:32]([C:12]1[C:13](=[O:31])[C:14]2[CH:19]=[N:18][C:17]([NH:20][C:21]3[CH:26]=[CH:25][C:24]([CH2:27][C:28](=[O:29])[NH:49][N:50]4[CH2:55][CH2:54][CH2:53][CH2:52][CH2:51]4)=[CH:23][CH:22]=3)=[N:16][C:15]=2[N:10]([C:6]2[CH:5]=[C:4]3[C:9](=[CH:8][CH:7]=2)[CH2:1][CH2:2][CH2:3]3)[CH:11]=1)=[O:36]. (9) Given the reactants [CH2:1]([O:8][C:9]1[C:16]([O:17][CH3:18])=[CH:15][CH:14]=[CH:13][C:10]=1[CH:11]=O)[C:2]1[CH:7]=[CH:6][CH:5]=[CH:4][CH:3]=1.C(OP([CH2:27][C:28]([O:30][CH2:31][CH3:32])=[O:29])(OCC)=O)C.CN(C)C=O.[H-].[Na+], predict the reaction product. The product is: [CH2:1]([O:8][C:9]1[C:16]([O:17][CH3:18])=[CH:15][CH:14]=[CH:13][C:10]=1/[CH:11]=[CH:27]/[C:28]([O:30][CH2:31][CH3:32])=[O:29])[C:2]1[CH:7]=[CH:6][CH:5]=[CH:4][CH:3]=1. (10) Given the reactants [ClH:1].O1CCO[CH2:4][CH2:3]1.[NH2:8][C@@H:9]([CH2:14][CH2:15][CH2:16][CH2:17][CH3:18])[CH2:10][C:11]([OH:13])=[O:12], predict the reaction product. The product is: [ClH:1].[NH2:8][C@@H:9]([CH2:14][CH2:15][CH2:16][CH2:17][CH3:18])[CH2:10][C:11]([O:13][CH2:3][CH3:4])=[O:12].